Dataset: Forward reaction prediction with 1.9M reactions from USPTO patents (1976-2016). Task: Predict the product of the given reaction. (1) Given the reactants [C:1]([NH:5][C:6]([C:8]1([C:14]2[CH:19]=[CH:18][C:17]([Cl:20])=[C:16]([Cl:21])[CH:15]=2)[CH2:10][CH:9]1[C:11]([OH:13])=O)=[O:7])([CH3:4])([CH3:3])[CH3:2].C([O-])(=O)C.[Na+].C(OCC)(=O)C, predict the reaction product. The product is: [C:1]([N:5]1[C:11](=[O:13])[CH:9]2[C:8]([C:14]3[CH:19]=[CH:18][C:17]([Cl:20])=[C:16]([Cl:21])[CH:15]=3)([CH2:10]2)[C:6]1=[O:7])([CH3:2])([CH3:4])[CH3:3]. (2) Given the reactants [F:1][C:2]1[CH:7]=[CH:6][C:5]([N:8]2[C:16]3[C:11](=[CH:12][C:13]([O:17][C@@H:18]([C:22]4[CH:27]=[CH:26][CH:25]=[CH:24][CH:23]=4)[C@H:19]([NH2:21])[CH3:20])=[CH:14][CH:15]=3)[CH:10]=[N:9]2)=[CH:4][CH:3]=1.[CH:28]1([C:32](Cl)=[O:33])[CH2:31][CH2:30][CH2:29]1, predict the reaction product. The product is: [F:1][C:2]1[CH:3]=[CH:4][C:5]([N:8]2[C:16]3[C:11](=[CH:12][C:13]([O:17][C@H:18]([C:22]4[CH:23]=[CH:24][CH:25]=[CH:26][CH:27]=4)[C@@H:19]([NH:21][C:32]([CH:28]4[CH2:31][CH2:30][CH2:29]4)=[O:33])[CH3:20])=[CH:14][CH:15]=3)[CH:10]=[N:9]2)=[CH:6][CH:7]=1.